From a dataset of Reaction yield outcomes from USPTO patents with 853,638 reactions. Predict the reaction yield, written as a fraction of the theoretical maximum amount of product (1.0 means a 100% yield; for example, 0.34 means a 34% yield). (1) The reactants are [Cl:1][C:2]1[C:3]([CH3:32])=[CH:4][C:5]2[N:9]=[C:8]([N:10]3[CH2:15][CH2:14][CH:13]([C:16](OCC)=[O:17])[CH2:12][CH2:11]3)[N:7]([C:21]3[CH:26]=[CH:25][CH:24]=[C:23]([C:27]([F:30])([F:29])[F:28])[N:22]=3)[C:6]=2[CH:31]=1.[OH-].[Na+].Cl.[NH2:36][C@H:37]1[CH2:41][O:40][CH2:39][C@@H:38]1[OH:42].C(N(CC)C(C)C)(C)C.F[P-](F)(F)(F)(F)F.N1(OC(N(C)C)=[N+](C)C)C2N=CC=CC=2N=N1. The catalyst is C(O)C.CN(C)C=O. The product is [Cl:1][C:2]1[C:3]([CH3:32])=[CH:4][C:5]2[N:9]=[C:8]([N:10]3[CH2:15][CH2:14][CH:13]([C:16]([NH:36][C@@H:37]4[C@@H:38]([OH:42])[CH2:39][O:40][CH2:41]4)=[O:17])[CH2:12][CH2:11]3)[N:7]([C:21]3[CH:26]=[CH:25][CH:24]=[C:23]([C:27]([F:30])([F:28])[F:29])[N:22]=3)[C:6]=2[CH:31]=1. The yield is 0.800. (2) The reactants are [CH3:1][C:2]1[S:6][C:5]([CH2:7][NH2:8])=[CH:4][CH:3]=1.F[C:10]1[CH:18]=[N:17][CH:16]=[CH:15][C:11]=1[C:12]([OH:14])=[O:13]. No catalyst specified. The product is [CH3:1][C:2]1[S:6][C:5]([CH2:7][NH:8][C:15]2[CH:16]=[N:17][CH:18]=[CH:10][C:11]=2[C:12]([OH:14])=[O:13])=[CH:4][CH:3]=1. The yield is 0.0700. (3) The reactants are [CH3:1][N:2]([CH3:17])[C:3]1[CH:4]=[C:5]([CH:9]=[C:10]([C:12]([O:14][CH2:15][CH3:16])=[O:13])[CH:11]=1)[C:6](O)=[O:7].B.C1COCC1. The catalyst is C1COCC1. The product is [CH3:17][N:2]([CH3:1])[C:3]1[CH:11]=[C:10]([CH:9]=[C:5]([CH2:6][OH:7])[CH:4]=1)[C:12]([O:14][CH2:15][CH3:16])=[O:13]. The yield is 0.780. (4) The reactants are Br[C:2]1[CH:7]=[CH:6][C:5]([C:8]2[O:9][C:10]([CH3:31])=[C:11]([CH2:13][CH2:14][O:15][C:16]3[CH:17]=[C:18]4[C:22](=[CH:23][CH:24]=3)[C@H:21]([CH2:25][C:26]([O:28][CH2:29][CH3:30])=[O:27])[CH2:20][CH2:19]4)[N:12]=2)=[CH:4][CH:3]=1.[C:32]([C:35]1[S:39][C:38](B(O)O)=[CH:37][CH:36]=1)(=[O:34])[CH3:33].C(=O)([O-])[O-].[Na+].[Na+].[C:49]1(C)[CH:54]=[CH:53][CH:52]=[CH:51][CH:50]=1. The catalyst is O1CCOCC1.C1(P(C2C=CC=CC=2)[C-]2C=CC=C2)C=CC=CC=1.[C-]1(P(C2C=CC=CC=2)C2C=CC=CC=2)C=CC=C1.[Fe+2].Cl[Pd]Cl. The product is [C:32]([C:35]1[S:39][C:38]([C:49]2[CH:54]=[CH:53][C:52]([C:2]3[CH:3]=[CH:4][C:5]([C:8]4[O:9][C:10]([CH3:31])=[C:11]([CH2:13][CH2:14][O:15][C:16]5[CH:17]=[C:18]6[C:22](=[CH:23][CH:24]=5)[C@H:21]([CH2:25][C:26]([O:28][CH2:29][CH3:30])=[O:27])[CH2:20][CH2:19]6)[N:12]=4)=[CH:6][CH:7]=3)=[CH:51][CH:50]=2)=[CH:37][CH:36]=1)(=[O:34])[CH3:33]. The yield is 0.460. (5) The reactants are [CH2:1]([O:3][C:4]([C:6]1[O:14][C:13]2[C:12]([Cl:15])=[CH:11][N:10]=[CH:9][C:8]=2[C:7]=1[NH2:16])=[O:5])[CH3:2].C(=O)([O-])[O-].[Cs+].[Cs+].[F:23][C:24]1[CH:29]=[C:28]([Si:30]([CH3:33])([CH3:32])[CH3:31])[CH:27]=[CH:26][C:25]=1OS(C(F)(F)F)(=O)=O. The catalyst is C1(C)C=CC=CC=1.C1C=CC(/C=C/C(/C=C/C2C=CC=CC=2)=O)=CC=1.C1C=CC(/C=C/C(/C=C/C2C=CC=CC=2)=O)=CC=1.C1C=CC(/C=C/C(/C=C/C2C=CC=CC=2)=O)=CC=1.[Pd].[Pd].CC1(C)C2C(=C(P(C3C=CC=CC=3)C3C=CC=CC=3)C=CC=2)OC2C(P(C3C=CC=CC=3)C3C=CC=CC=3)=CC=CC1=2. The product is [CH2:1]([O:3][C:4]([C:6]1[O:14][C:13]2[C:12]([Cl:15])=[CH:11][N:10]=[CH:9][C:8]=2[C:7]=1[NH:16][C:25]1[CH:26]=[CH:27][C:28]([Si:30]([CH3:32])([CH3:31])[CH3:33])=[CH:29][C:24]=1[F:23])=[O:5])[CH3:2]. The yield is 0.730. (6) The reactants are [N:1]1[CH:6]=[CH:5][CH:4]=[C:3]([C:7]2[CH:8]=[CH:9][C:10]3[N:11]([C:13]([CH:16]=[O:17])=[CH:14][N:15]=3)[CH:12]=2)[CH:2]=1.BrC1C=CC2N(C(C=O)=CN=2)C=1.[Cl:30]C1N=CC(B(O)O)=CC=1. No catalyst specified. The product is [Cl:30][C:6]1[N:1]=[CH:2][C:3]([C:7]2[CH:8]=[CH:9][C:10]3[N:11]([C:13]([CH:16]=[O:17])=[CH:14][N:15]=3)[CH:12]=2)=[CH:4][CH:5]=1. The yield is 0.440. (7) The reactants are [C:1]1([CH3:11])[CH:6]=[CH:5][C:4]([S:7](Cl)(=[O:9])=[O:8])=[CH:3][CH:2]=1.[CH2:12]([N:15]([CH2:25][CH:26]=[CH2:27])[CH2:16][CH2:17][CH2:18][CH2:19][CH2:20][CH2:21][CH2:22][CH2:23][OH:24])[CH:13]=[CH2:14].N1C=CC=CC=1.O. The yield is 0.400. The product is [CH2:25]([N:15]([CH2:12][CH:13]=[CH2:14])[CH2:16][CH2:17][CH2:18][CH2:19][CH2:20][CH2:21][CH2:22][CH2:23][O:24][S:7]([C:4]1[CH:5]=[CH:6][C:1]([CH3:11])=[CH:2][CH:3]=1)(=[O:9])=[O:8])[CH:26]=[CH2:27]. The catalyst is C(Cl)(Cl)Cl. (8) The reactants are [C:1]([NH:4][C:5]1[CH:10]=[C:9]([N:11]2[CH:15]=[C:14]([C:16]([NH2:18])=O)[C:13]([C:19]3[CH:24]=[CH:23][CH:22]=[CH:21][C:20]=3[Cl:25])=[N:12]2)[C:8]([CH3:26])=[CH:7][N:6]=1)(=[O:3])[CH3:2].C[N:28]([CH:30](OC)OC)C.C[N:36](C=O)C.O.NN. The catalyst is C1(C)C=CC=CC=1.O. The product is [Cl:25][C:20]1[CH:21]=[CH:22][CH:23]=[CH:24][C:19]=1[C:13]1[C:14]([C:16]2[N:18]=[CH:30][NH:28][N:36]=2)=[CH:15][N:11]([C:9]2[C:8]([CH3:26])=[CH:7][N:6]=[C:5]([NH:4][C:1](=[O:3])[CH3:2])[CH:10]=2)[N:12]=1. The yield is 0.400. (9) The reactants are [F:1][C:2]1[CH:8]=[CH:7][C:5]([NH2:6])=[C:4]([N+:9]([O-:11])=[O:10])[CH:3]=1.C([O:14][CH:15]=[C:16]([C:22](OCC)=O)[C:17]([O:19][CH2:20][CH3:21])=[O:18])C. The catalyst is C1(OC2C=CC=CC=2)C=CC=CC=1. The product is [CH2:20]([O:19][C:17]([CH:16]1[C:15](=[O:14])[C:7]2[C:5](=[C:4]([N+:9]([O-:11])=[O:10])[CH:3]=[C:2]([F:1])[CH:8]=2)[N:6]=[CH:22]1)=[O:18])[CH3:21]. The yield is 0.450. (10) The reactants are [Cl:1][C:2]1[CH:12]=[C:11](Br)[CH:10]=[CH:9][C:3]=1[C:4]([O:6][CH2:7][CH3:8])=[O:5].[CH:14]([B-](F)(F)F)=[CH2:15].[K+].C(=O)([O-])[O-].[K+].[K+]. The catalyst is CS(C)=O.O. The product is [Cl:1][C:2]1[CH:12]=[C:11]([CH:14]=[CH2:15])[CH:10]=[CH:9][C:3]=1[C:4]([O:6][CH2:7][CH3:8])=[O:5]. The yield is 0.690.